The task is: Predict the reaction yield, written as a fraction of the theoretical maximum amount of product (1.0 means a 100% yield; for example, 0.34 means a 34% yield).. This data is from Reaction yield outcomes from USPTO patents with 853,638 reactions. The reactants are [C:1]1([C:7]2[CH:8]=[C:9]([CH:12]=[CH:13][CH:14]=2)[CH:10]=O)[CH:6]=[CH:5][CH:4]=[CH:3][CH:2]=1.[N+:15]([CH3:18])([O-:17])=[O:16].C([O-])(=O)C.[NH4+].[BH4-].[Na+]. The catalyst is O.C(O)(=O)C. The product is [N+:15]([CH2:18][CH2:10][C:9]1[CH:8]=[C:7]([C:1]2[CH:6]=[CH:5][CH:4]=[CH:3][CH:2]=2)[CH:14]=[CH:13][CH:12]=1)([O-:17])=[O:16]. The yield is 0.710.